From a dataset of Peptide-MHC class II binding affinity with 134,281 pairs from IEDB. Regression. Given a peptide amino acid sequence and an MHC pseudo amino acid sequence, predict their binding affinity value. This is MHC class II binding data. The peptide sequence is AGKVAATAANAAPAN. The MHC is DRB1_1001 with pseudo-sequence DRB1_1001. The binding affinity (normalized) is 0.219.